Dataset: Reaction yield outcomes from USPTO patents with 853,638 reactions. Task: Predict the reaction yield, written as a fraction of the theoretical maximum amount of product (1.0 means a 100% yield; for example, 0.34 means a 34% yield). (1) The reactants are [C:1]([C:9]1[CH:14]=[CH:13][CH:12]=[CH:11][C:10]=1[NH:15][C@@H:16]([CH2:22][C:23]1[CH:28]=[CH:27][C:26]([C:29]2[CH:34]=[CH:33][CH:32]=[C:31]([N:35]([CH3:46])[C:36]([NH:38][CH2:39][CH2:40][CH2:41][CH2:42][CH2:43][CH2:44][CH3:45])=[O:37])[CH:30]=2)=[CH:25][CH:24]=1)[C:17]([O:19]CC)=[O:18])(=[O:8])[C:2]1[CH:7]=[CH:6][CH:5]=[CH:4][CH:3]=1.[OH-].[Li+].Cl. The catalyst is O1CCCC1.CO.O. The product is [C:1]([C:9]1[CH:14]=[CH:13][CH:12]=[CH:11][C:10]=1[NH:15][C@@H:16]([CH2:22][C:23]1[CH:28]=[CH:27][C:26]([C:29]2[CH:34]=[CH:33][CH:32]=[C:31]([N:35]([CH3:46])[C:36]([NH:38][CH2:39][CH2:40][CH2:41][CH2:42][CH2:43][CH2:44][CH3:45])=[O:37])[CH:30]=2)=[CH:25][CH:24]=1)[C:17]([OH:19])=[O:18])(=[O:8])[C:2]1[CH:7]=[CH:6][CH:5]=[CH:4][CH:3]=1. The yield is 0.770. (2) The reactants are [N:1]1[CH:6]=[CH:5][CH:4]=[CH:3][C:2]=1[CH:7]=[C:8]1[CH2:13][CH2:12][N:11]([C:14]([NH:16][C:17]2[CH:18]=[CH:19][C:20]([C:23]3[CH:31]=[CH:30][C:26]([C:27](O)=[O:28])=[CH:25][CH:24]=3)=[N:21][CH:22]=2)=[O:15])[CH2:10][CH2:9]1.C1N=CN(C(N2C=NC=C2)=O)C=1.[CH3:44][S:45]([NH2:48])(=[O:47])=[O:46].C1(C2CCCCCCCCCC=2)CCCCCCCCNN=1. The catalyst is C1COCC1.O. The product is [CH3:44][S:45]([NH:48][C:27]([C:26]1[CH:30]=[CH:31][C:23]([C:20]2[N:21]=[CH:22][C:17]([NH:16][C:14]([N:11]3[CH2:10][CH2:9][C:8](=[CH:7][C:2]4[CH:3]=[CH:4][CH:5]=[CH:6][N:1]=4)[CH2:13][CH2:12]3)=[O:15])=[CH:18][CH:19]=2)=[CH:24][CH:25]=1)=[O:28])(=[O:47])=[O:46]. The yield is 0.320. (3) The reactants are Cl[C:2]1[CH:7]=[CH:6][C:5]([N+:8]([O-:10])=[O:9])=[CH:4][N:3]=1.[NH2:11][CH2:12][CH2:13][OH:14]. The catalyst is O. The product is [N+:8]([C:5]1[CH:6]=[CH:7][C:2]([NH:11][CH2:12][CH2:13][OH:14])=[N:3][CH:4]=1)([O-:10])=[O:9]. The yield is 0.910. (4) The reactants are [NH2:1][CH2:2][CH2:3][CH2:4][C:5]1([C:23]2[CH:28]=[CH:27][CH:26]=[CH:25][CH:24]=2)[N:9]([C:10](=[O:14])[CH:11]([CH3:13])[CH3:12])[N:8]=[C:7]([C:15]2[CH:20]=[C:19]([F:21])[CH:18]=[CH:17][C:16]=2[F:22])[O:6]1.[CH3:29][C:30]([CH3:32])=O.C(O[BH-](OC(=O)C)OC(=O)C)(=O)C.[Na+]. The catalyst is C(#N)C.C([O-])([O-])=O.[Na+].[Na+]. The product is [F:22][C:16]1[CH:17]=[CH:18][C:19]([F:21])=[CH:20][C:15]=1[C:7]1[O:6][C:5]([CH2:4][CH2:3][CH2:2][NH:1][CH:30]([CH3:32])[CH3:29])([C:23]2[CH:28]=[CH:27][CH:26]=[CH:25][CH:24]=2)[N:9]([C:10](=[O:14])[CH:11]([CH3:13])[CH3:12])[N:8]=1. The yield is 0.250. (5) The reactants are Br[C:2]1[CH:7]=[C:6]([N:8]2[CH2:13][CH2:12][O:11][CH2:10][CH2:9]2)[N:5]([CH3:14])[C:4](=[O:15])[CH:3]=1.[CH3:16][C:17]1[CH:23]=[CH:22][C:20]([NH2:21])=[CH:19][C:18]=1B1OC(C)(C)C(C)(C)O1.C(Cl)Cl.C(=O)([O-])[O-].[Na+].[Na+]. The catalyst is COCCOC.O.C1C=CC(P(C2C=CC=CC=2)[C-]2C=CC=C2)=CC=1.C1C=CC(P(C2C=CC=CC=2)[C-]2C=CC=C2)=CC=1.Cl[Pd]Cl.[Fe+2]. The product is [NH2:21][C:20]1[CH:19]=[CH:18][C:17]([CH3:16])=[C:23]([C:2]2[CH:7]=[C:6]([N:8]3[CH2:13][CH2:12][O:11][CH2:10][CH2:9]3)[N:5]([CH3:14])[C:4](=[O:15])[CH:3]=2)[CH:22]=1. The yield is 0.438. (6) The reactants are [OH:1][CH2:2][C@@H:3]1[CH2:8][N:7]2[CH2:9][CH2:10][CH2:11][C@H:6]2[C:5](=[O:12])[NH:4]1.C(N(CC)CC)C.[Si:20](Cl)([C:23]([CH3:26])([CH3:25])[CH3:24])([CH3:22])[CH3:21]. The catalyst is CN(C)C=O.CN(C)C1C=CN=CC=1. The product is [CH3:24][C:23]([Si:20]([CH3:22])([CH3:21])[O:1][CH2:2][C@@H:3]1[CH2:8][N:7]2[CH2:9][CH2:10][CH2:11][C@H:6]2[C:5](=[O:12])[NH:4]1)([CH3:26])[CH3:25]. The yield is 0.660. (7) The reactants are C1C=CC(P(C2C=CC=CC=2)C2C=CC=CC=2)=CC=1.CCN(CC)CC.C(O)=O.[Cl:30][C:31]1[N:39]=[C:38](Cl)[C:37]([F:41])=[CH:36][C:32]=1[C:33]([OH:35])=[O:34]. The catalyst is CC([O-])=O.CC([O-])=O.[Pd+2].CN(C=O)C. The product is [Cl:30][C:31]1[N:39]=[CH:38][C:37]([F:41])=[CH:36][C:32]=1[C:33]([OH:35])=[O:34]. The yield is 0.880. (8) The reactants are [N+:1]([C:4]1[CH:14]=[CH:13][C:7]2[CH2:8][CH2:9][NH:10][CH2:11][CH2:12][C:6]=2[CH:5]=1)([O-:3])=[O:2].C(N(CC)CC)C.Cl[C:23]([O:25][CH2:26][C:27]1[CH:32]=[CH:31][CH:30]=[CH:29][CH:28]=1)=[O:24].O. The catalyst is C(Cl)Cl. The product is [N+:1]([C:4]1[CH:14]=[CH:13][C:7]2[CH2:8][CH2:9][N:10]([C:23]([O:25][CH2:26][C:27]3[CH:32]=[CH:31][CH:30]=[CH:29][CH:28]=3)=[O:24])[CH2:11][CH2:12][C:6]=2[CH:5]=1)([O-:3])=[O:2]. The yield is 0.430. (9) The reactants are [C:1]([CH2:3][C:4]1[C:5]([C:10]#[N:11])=[N:6][CH:7]=[CH:8][CH:9]=1)#[N:2].[CH3:12][O-:13].[Na+]. The catalyst is CO. The product is [CH3:12][O:13][C:1]1[CH:3]=[C:4]2[C:5](=[C:10]([NH2:11])[N:2]=1)[N:6]=[CH:7][CH:8]=[CH:9]2. The yield is 0.0940. (10) The reactants are [O:1]1[CH2:4][CH2:3][C:2]1=[O:5].S(=O)(=O)(O)O.[C:11]([OH:14])(=[O:13])[CH3:12]. No catalyst specified. The product is [C:11]([O:14][CH2:4][CH2:3][C:2]([OH:5])=[O:1])(=[O:13])[CH3:12]. The yield is 0.982.